From a dataset of Catalyst prediction with 721,799 reactions and 888 catalyst types from USPTO. Predict which catalyst facilitates the given reaction. Reactant: [Cl:1][C:2]1[CH:10]=[CH:9][C:8]([S:11]([CH3:14])(=[O:13])=[O:12])=[CH:7][C:3]=1[C:4]([OH:6])=O.CN(C(ON1N=NC2C=CC=CC1=2)=[N+](C)C)C.[B-](F)(F)(F)F.C(N(C(C)C)C(C)C)C.[F:46][C:47]([F:61])([F:60])[C:48]1[CH:53]=[CH:52][C:51]([N:54]2[CH2:59][CH2:58][NH:57][CH2:56][CH2:55]2)=[CH:50][CH:49]=1. Product: [Cl:1][C:2]1[CH:10]=[CH:9][C:8]([S:11]([CH3:14])(=[O:13])=[O:12])=[CH:7][C:3]=1[C:4]([N:57]1[CH2:56][CH2:55][N:54]([C:51]2[CH:50]=[CH:49][C:48]([C:47]([F:60])([F:61])[F:46])=[CH:53][CH:52]=2)[CH2:59][CH2:58]1)=[O:6]. The catalyst class is: 9.